This data is from CYP2D6 inhibition data for predicting drug metabolism from PubChem BioAssay. The task is: Regression/Classification. Given a drug SMILES string, predict its absorption, distribution, metabolism, or excretion properties. Task type varies by dataset: regression for continuous measurements (e.g., permeability, clearance, half-life) or binary classification for categorical outcomes (e.g., BBB penetration, CYP inhibition). Dataset: cyp2d6_veith. (1) The molecule is Cc1sc(CO)c(Sc2ccccc2)c1C(=O)O. The result is 0 (non-inhibitor). (2) The compound is COc1cccc(-c2nccc(NCc3ccccc3)n2)c1. The result is 1 (inhibitor). (3) The compound is O=C(OC1CCN(c2ncc(C(F)(F)F)cc2Cl)CC1)c1ccccc1. The result is 0 (non-inhibitor). (4) The compound is Cc1ccc(C)c(N/C(N)=N/c2nc(C)cc(C)n2)c1. The result is 1 (inhibitor). (5) The compound is O=c1c(-c2ccc(Cl)cc2)nc2cnc(N3CCOCC3)nc2n1C1CC1. The result is 0 (non-inhibitor). (6) The result is 0 (non-inhibitor). The drug is O=C(NCC(c1cccnc1)N1CCOCC1)Nc1ccccc1. (7) The molecule is Cc1nc2cnc(OCc3ccccc3)nc2n(C)c1=O. The result is 0 (non-inhibitor).